Dataset: Forward reaction prediction with 1.9M reactions from USPTO patents (1976-2016). Task: Predict the product of the given reaction. (1) Given the reactants [O:1]=[S:2]1(=[O:25])[N:9]([C:10]2[C:15]([Cl:16])=[CH:14][C:13]([Cl:17])=[CH:12][C:11]=2[Cl:18])[CH2:8][C:5]2([CH2:7][CH2:6]2)[CH2:4][N:3]1[CH2:19][C:20]([O:22]CC)=[O:21].C(OCC)(=O)C.Cl, predict the reaction product. The product is: [O:25]=[S:2]1(=[O:1])[N:9]([C:10]2[C:11]([Cl:18])=[CH:12][C:13]([Cl:17])=[CH:14][C:15]=2[Cl:16])[CH2:8][C:5]2([CH2:6][CH2:7]2)[CH2:4][N:3]1[CH2:19][C:20]([OH:22])=[O:21]. (2) Given the reactants [OH:1][CH2:2][CH2:3][CH2:4][N:5]1[C:13](=[O:14])[C:12]2[C:7](=[CH:8][CH:9]=[CH:10][CH:11]=2)[C:6]1=[O:15].S(=O)(=O)(O)O.[CH3:21][C:22](=[CH2:24])[CH3:23].C(=O)=O, predict the reaction product. The product is: [C:22]([O:1][CH2:2][CH2:3][CH2:4][N:5]1[C:13](=[O:14])[C:12]2[C:7](=[CH:8][CH:9]=[CH:10][CH:11]=2)[C:6]1=[O:15])([CH3:24])([CH3:23])[CH3:21]. (3) Given the reactants [C:1]([O:5][C:6]([N:8]1[CH2:13][C@@H:12]([N:14]([C:19]([C:21]2[C:22]([NH:31][CH2:32][CH2:33][CH2:34][O:35][CH3:36])=[N:23][C:24]([C:27]([CH3:30])([CH3:29])[CH3:28])=[N:25][CH:26]=2)=[O:20])[CH2:15][CH:16]([CH3:18])[CH3:17])[CH2:11][C@@H:10]([C:37]([OH:39])=O)[CH2:9]1)=[O:7])([CH3:4])([CH3:3])[CH3:2].[CH3:40][O:41][CH2:42][C@H:43]1[CH2:47][CH2:46][CH2:45][NH:44]1.C1C=CC2N(O)N=NC=2C=1.CCN=C=NCCCN(C)C.Cl, predict the reaction product. The product is: [C:27]([C:24]1[N:23]=[C:22]([NH:31][CH2:32][CH2:33][CH2:34][O:35][CH3:36])[C:21]([C:19]([N:14]([CH2:15][CH:16]([CH3:17])[CH3:18])[C@H:12]2[CH2:11][C@@H:10]([C:37]([N:44]3[CH2:45][CH2:46][CH2:47][C@@H:43]3[CH2:42][O:41][CH3:40])=[O:39])[CH2:9][N:8]([C:6]([O:5][C:1]([CH3:4])([CH3:2])[CH3:3])=[O:7])[CH2:13]2)=[O:20])=[CH:26][N:25]=1)([CH3:29])([CH3:28])[CH3:30]. (4) Given the reactants [CH:1]1([C:4]2[C:5]([N:24]([C:29]3[CH:34]=[CH:33][C:32]([N+:35]([O-])=O)=[C:31]([S:38]([CH3:41])(=[O:40])=[O:39])[CH:30]=3)[S:25]([CH3:28])(=[O:27])=[O:26])=[CH:6][C:7]3[O:11][C:10]([C:12]4[CH:17]=[CH:16][C:15]([F:18])=[CH:14][CH:13]=4)=[C:9]([C:19]([NH:21][CH3:22])=[O:20])[C:8]=3[CH:23]=2)[CH2:3][CH2:2]1.[Sn](Cl)Cl, predict the reaction product. The product is: [NH2:35][C:32]1[CH:33]=[CH:34][C:29]([N:24]([C:5]2[C:4]([CH:1]3[CH2:3][CH2:2]3)=[CH:23][C:8]3[C:9]([C:19]([NH:21][CH3:22])=[O:20])=[C:10]([C:12]4[CH:13]=[CH:14][C:15]([F:18])=[CH:16][CH:17]=4)[O:11][C:7]=3[CH:6]=2)[S:25]([CH3:28])(=[O:26])=[O:27])=[CH:30][C:31]=1[S:38]([CH3:41])(=[O:40])=[O:39].